From a dataset of Caco-2 cell permeability data measuring drug intestinal absorption for ~900 compounds. Regression/Classification. Given a drug SMILES string, predict its absorption, distribution, metabolism, or excretion properties. Task type varies by dataset: regression for continuous measurements (e.g., permeability, clearance, half-life) or binary classification for categorical outcomes (e.g., BBB penetration, CYP inhibition). For this dataset (caco2_wang), we predict Y. (1) The compound is NS(=O)(=O)c1ccc(C2=C(c3ccccc3)C(=O)OC2)cc1. The Y is -4.62 log Papp (cm/s). (2) The compound is CN(C)C(=O)OC1N=C(c2ccccc2)c2cc(Cl)ccc2N(C)C1=O. The Y is -4.46 log Papp (cm/s). (3) The molecule is O=C(CCCCCCC(=O)Nc1ccccc1)NO. The Y is -5.63 log Papp (cm/s). (4) The compound is CSCC[C@H](NC(=O)[C@H](Cc1ccccc1)NC(=O)CNC(=O)[C@@H](C)NC(=O)[C@@H](N)Cc1ccc(O)cc1)C(=O)O. The Y is -7.02 log Papp (cm/s). (5) The molecule is COc1ccc(/C=C/CCO)cc1OC. The Y is -4.84 log Papp (cm/s). (6) The drug is CC(C)c1c(C(=O)Nc2ccccc2)c(-c2ccccc2)c(-c2ccc(F)cc2)n1CC[C@H](O)C[C@H](O)CC(=O)O. The Y is -5.31 log Papp (cm/s).